This data is from Catalyst prediction with 721,799 reactions and 888 catalyst types from USPTO. The task is: Predict which catalyst facilitates the given reaction. (1) Reactant: [CH3:1][O:2][C:3]1[CH:4]=[C:5]([C:9]2([CH2:16][CH2:17][CH3:18])[CH2:14][CH2:13][CH2:12][CH2:11][C:10]2=[O:15])[CH:6]=[CH:7][CH:8]=1.[Br:19]Br. Product: [Br:19][CH:11]1[C:10](=[O:15])[C:9]([C:5]2[CH:6]=[CH:7][CH:8]=[C:3]([O:2][CH3:1])[CH:4]=2)([CH2:16][CH2:17][CH3:18])[CH2:14][CH2:13][CH2:12]1. The catalyst class is: 22. (2) Reactant: [CH3:1][NH:2][CH2:3][CH2:4][CH2:5][NH:6][S:7]([C:10]1[CH:15]=[C:14]([S:16]([C:19]2[CH:24]=[CH:23][CH:22]=[CH:21][CH:20]=2)(=[O:18])=[O:17])[CH:13]=[CH:12][C:11]=1[C:25]([F:28])([F:27])[F:26])(=[O:9])=[O:8].[C:29]1(=[O:35])[O:34][C:32](=[O:33])[CH2:31][CH2:30]1. Product: [CH3:1][N:2]([CH2:3][CH2:4][CH2:5][NH:6][S:7]([C:10]1[CH:15]=[C:14]([S:16]([C:19]2[CH:20]=[CH:21][CH:22]=[CH:23][CH:24]=2)(=[O:17])=[O:18])[CH:13]=[CH:12][C:11]=1[C:25]([F:28])([F:27])[F:26])(=[O:9])=[O:8])[C:29](=[O:35])[CH2:30][CH2:31][C:32]([OH:34])=[O:33]. The catalyst class is: 11.